This data is from Reaction yield outcomes from USPTO patents with 853,638 reactions. The task is: Predict the reaction yield, written as a fraction of the theoretical maximum amount of product (1.0 means a 100% yield; for example, 0.34 means a 34% yield). (1) The reactants are [CH3:1][N:2]1[C:6]([C:7]([OH:9])=O)=[CH:5][CH:4]=[N:3]1.C1N=CN(C(N2C=NC=C2)=O)C=1.[S:22]1[CH:26]=[CH:25][C:24]([CH2:27][C:28]([O:30][CH2:31][CH3:32])=[O:29])=[CH:23]1.[H-].[Na+]. The catalyst is CN(C=O)C.CCOC(C)=O. The product is [CH3:1][N:2]1[C:6]([C:7](=[O:9])[CH:27]([C:24]2[CH:25]=[CH:26][S:22][CH:23]=2)[C:28]([O:30][CH2:31][CH3:32])=[O:29])=[CH:5][CH:4]=[N:3]1. The yield is 0.227. (2) The reactants are [OH:1][C@H:2]1[C@H:7]([CH3:8])[CH2:6][CH2:5][C@@H:4]([NH:9][C:10]2[C:15]([C:16]#[N:17])=[CH:14][N:13]=[C:12]([NH:18][CH:19]([CH3:21])[CH3:20])[N:11]=2)[CH2:3]1.[OH-:22].[Na+].OO. The catalyst is CS(C)=O. The product is [OH:1][C@H:2]1[C@H:7]([CH3:8])[CH2:6][CH2:5][C@@H:4]([NH:9][C:10]2[C:15]([C:16]([NH2:17])=[O:22])=[CH:14][N:13]=[C:12]([NH:18][CH:19]([CH3:21])[CH3:20])[N:11]=2)[CH2:3]1. The yield is 0.520. (3) The catalyst is CN(C)C=O.O.C(OCC)(=O)C.C(N(CC)CC)C. The reactants are [Cl:1][C:2]1[CH:10]=[CH:9][C:5]([CH:6]=[N:7][OH:8])=[CH:4][CH:3]=1.ClN1C(=O)CCC1=O.[NH2:19][C:20]1[CH:21]=[C:22]([CH:40]=[CH:41][C:42]=1[C:43]#[N:44])[C:23]([NH:25][C:26]1[C:31]([CH3:32])=[CH:30][C:29]([C:33]([C:35]([F:38])([F:37])[F:36])=[CH2:34])=[CH:28][C:27]=1[CH3:39])=[O:24]. The yield is 0.590. The product is [NH2:19][C:20]1[CH:21]=[C:22]([CH:40]=[CH:41][C:42]=1[C:43]#[N:44])[C:23]([NH:25][C:26]1[C:27]([CH3:39])=[CH:28][C:29]([C:33]2([C:35]([F:36])([F:37])[F:38])[O:8][N:7]=[C:6]([C:5]3[CH:9]=[CH:10][C:2]([Cl:1])=[CH:3][CH:4]=3)[CH2:34]2)=[CH:30][C:31]=1[CH3:32])=[O:24]. (4) The reactants are C([Li])CCC.[CH3:6][O:7][C:8]1[CH:9]=[C:10](Br)[CH:11]=[C:12]([O:14][CH3:15])[CH:13]=1.[F:17][CH:18]([F:32])[O:19][C:20]1[CH:21]=[C:22]([CH:25]=[CH:26][C:27]=1[O:28][CH:29]([F:31])[F:30])[CH:23]=[O:24]. The catalyst is C1COCC1. The product is [F:17][CH:18]([F:32])[O:19][C:20]1[CH:21]=[C:22]([CH:23]([C:10]2[CH:9]=[C:8]([O:7][CH3:6])[CH:13]=[C:12]([O:14][CH3:15])[CH:11]=2)[OH:24])[CH:25]=[CH:26][C:27]=1[O:28][CH:29]([F:30])[F:31]. The yield is 0.420. (5) The catalyst is Cl. The product is [C:17]1([CH2:16][O:15][C:13]([N:1]2[CH2:5][CH2:4][CH:3]([C:6]([OH:8])=[O:7])[NH:2]2)=[O:14])[CH:22]=[CH:21][CH:20]=[CH:19][CH:18]=1. The yield is 0.840. The reactants are [N:1]1([C:13]([O:15][CH2:16][C:17]2[CH:22]=[CH:21][CH:20]=[CH:19][CH:18]=2)=[O:14])[CH2:5][CH2:4][CH:3]([C:6]([O:8]C(C)(C)C)=[O:7])[NH:2]1.[OH-].[Na+]. (6) The reactants are [O:1]([C:3]([C:5]1[CH:10]([C:11]2[CH:16]=[CH:15][C:14]([F:17])=[C:13]([F:18])[CH:12]=2)[N:9]([C:19]([NH:21][CH2:22][CH2:23][CH2:24][C:25]([NH:27][C:28]2[CH:29]=[C:30]([CH:34]3[CH2:39][CH2:38][N:37](C(OC(C)(C)C)=O)[CH2:36][CH2:35]3)[CH:31]=[CH:32][CH:33]=2)=[O:26])=[O:20])[C:8](=[O:47])[NH:7][C:6]=1[CH3:48])=[O:4])[CH3:2].FC(F)(F)C(O)=O. The catalyst is ClCCl. The product is [O:1]([C:3]([C:5]1[CH:10]([C:11]2[CH:16]=[CH:15][C:14]([F:17])=[C:13]([F:18])[CH:12]=2)[N:9]([C:19]([NH:21][CH2:22][CH2:23][CH2:24][C:25](=[O:26])[NH:27][C:28]2[CH:33]=[CH:32][CH:31]=[C:30]([CH:34]3[CH2:39][CH2:38][NH:37][CH2:36][CH2:35]3)[CH:29]=2)=[O:20])[C:8](=[O:47])[NH:7][C:6]=1[CH3:48])=[O:4])[CH3:2]. The yield is 0.293. (7) The reactants are [CH:1]1([C:4]2[N:8]([CH3:9])[C:7]3[CH:10]=[C:11]([C:25](O)=[O:26])[CH:12]=[C:13]([O:14][C@@H:15]4[C:23]5[C:18](=[CH:19][CH:20]=[CH:21][CH:22]=5)[CH2:17][C@H:16]4[OH:24])[C:6]=3[N:5]=2)[CH2:3][CH2:2]1.F[B-](F)(F)F.N1(O[C:43](N(C)C)=[N+:44](C)[CH3:45])C2C=CC=CC=2N=N1.CNC. The catalyst is ClCCl.CN(C)C=O. The product is [CH:1]1([C:4]2[N:8]([CH3:9])[C:7]3[CH:10]=[C:11]([C:25]([N:44]([CH3:45])[CH3:43])=[O:26])[CH:12]=[C:13]([O:14][C@@H:15]4[C:23]5[C:18](=[CH:19][CH:20]=[CH:21][CH:22]=5)[CH2:17][C@H:16]4[OH:24])[C:6]=3[N:5]=2)[CH2:2][CH2:3]1. The yield is 0.870. (8) The catalyst is CN(C=O)C. The product is [CH2:25]([N:3]([CH2:1][CH3:2])[C:4]([CH:6]1[C:18]2[C:17]3[C:12](=[CH:13][CH:14]=[C:15]([O:19][CH3:20])[CH:16]=3)[N:11]([CH2:31][CH2:32][F:33])[C:10]=2[C:9]2[CH:21]=[CH:22][CH:23]=[CH:24][C:8]=2[S:7]1)=[O:5])[CH3:26]. The reactants are [CH2:1]([N:3]([CH2:25][CH3:26])[C:4]([CH:6]1[C:18]2[C:17]3[C:12](=[CH:13][CH:14]=[C:15]([O:19][CH3:20])[CH:16]=3)[NH:11][C:10]=2[C:9]2[CH:21]=[CH:22][CH:23]=[CH:24][C:8]=2[S:7]1)=[O:5])[CH3:2].S(C1C=CC(C)=CC=1)(O[CH2:31][CH2:32][F:33])(=O)=O.[H-].[Na+]. The yield is 0.460. (9) The reactants are C([SiH](CC)CC)C.[CH3:8][O:9][C:10](=[O:33])[CH2:11][C:12]1[CH:17]=[C:16]([Br:18])[C:15]([O:19][C:20]2[CH:25]=[C:24]([CH:26]([CH3:28])[CH3:27])[C:23]([OH:29])=[C:22]([CH:30]=O)[CH:21]=2)=[C:14]([Br:32])[CH:13]=1. The catalyst is FC(F)(F)C(O)=O. The product is [CH3:8][O:9][C:10](=[O:33])[CH2:11][C:12]1[CH:17]=[C:16]([Br:18])[C:15]([O:19][C:20]2[CH:21]=[C:22]([CH3:30])[C:23]([OH:29])=[C:24]([CH:26]([CH3:28])[CH3:27])[CH:25]=2)=[C:14]([Br:32])[CH:13]=1. The yield is 0.840.